From a dataset of Forward reaction prediction with 1.9M reactions from USPTO patents (1976-2016). Predict the product of the given reaction. (1) Given the reactants C(OC([N:8]1[CH2:13][CH2:12][CH:11]([NH:14][CH2:15][C:16]2[CH:21]=[CH:20][C:19]([CH3:22])=[C:18]([C:23](=[O:25])[CH3:24])[CH:17]=2)[CH2:10][CH2:9]1)=O)(C)(C)C.Cl, predict the reaction product. The product is: [CH3:22][C:19]1[CH:20]=[CH:21][C:16]([CH2:15][NH:14][CH:11]2[CH2:12][CH2:13][NH:8][CH2:9][CH2:10]2)=[CH:17][C:18]=1[C:23](=[O:25])[CH3:24]. (2) The product is: [OH:2][C:3]1[CH:4]=[C:5]2[C:10](=[CH:11][CH:12]=1)[S:9][C:8]([CH3:13])([CH3:14])[CH2:7][C:6]2=[O:15]. Given the reactants C[O:2][C:3]1[CH:4]=[C:5]2[C:10](=[CH:11][CH:12]=1)[S:9][C:8]([CH3:14])([CH3:13])[CH2:7][C:6]2=[O:15].B(Br)(Br)Br, predict the reaction product. (3) Given the reactants [NH2:1][C:2]1[CH:3]=[CH:4][CH:5]=[C:6]2[C:11]=1[CH:10]=[C:9]([OH:12])[CH:8]=[CH:7]2.[CH:13](=O)[C:14]1[CH:19]=[CH:18][CH:17]=[CH:16][CH:15]=1.S([O-])([O-])(=O)=O.[Na+].[Na+], predict the reaction product. The product is: [CH:13](=[N:1]/[C:2]1[CH:3]=[CH:4][CH:5]=[C:6]2[C:11]=1[CH:10]=[C:9]([OH:12])[CH:8]=[CH:7]2)\[C:14]1[CH:19]=[CH:18][CH:17]=[CH:16][CH:15]=1. (4) Given the reactants [Cl-].[O:2]1[C:6]2[CH:7]=[CH:8][C:9]([C:11]3[N+:12]([CH3:26])=[C:13]([CH3:25])[C:14]4[C:19]([CH:20]=3)=[CH:18][C:17]([O:21][CH3:22])=[C:16]([O:23][CH3:24])[CH:15]=4)=[CH:10][C:5]=2[O:4]C1.B(Cl)(Cl)[Cl:28].[Cl-], predict the reaction product. The product is: [Cl-:28].[OH:4][C:5]1[CH:10]=[C:9]([C:11]2[N+:12]([CH3:26])=[C:13]([CH3:25])[C:14]3[C:19]([CH:20]=2)=[CH:18][C:17]([O:21][CH3:22])=[C:16]([O:23][CH3:24])[CH:15]=3)[CH:8]=[CH:7][C:6]=1[OH:2]. (5) Given the reactants Cl[C:2]1[C:3]2[NH:10][CH:9]=[CH:8][C:4]=2[N:5]=[CH:6][N:7]=1.[O:11]([C:18]1[CH:23]=[CH:22][C:21]([OH:24])=[CH:20][CH:19]=1)[C:12]1[CH:17]=[CH:16][CH:15]=[CH:14][CH:13]=1.O[CH:26]1[CH2:39][C:28]2([CH2:31][N:30]([C:32]([O:34]C(C)(C)C)=O)[CH2:29]2)[CH2:27]1.[C:40](Cl)(=O)[CH:41]=C, predict the reaction product. The product is: [O:11]([C:18]1[CH:19]=[CH:20][C:21]([O:24][C:2]2[C:3]3[N:10]([CH:26]4[CH2:27][C:28]5([CH2:29][N:30]([C:32](=[O:34])[CH:40]=[CH2:41])[CH2:31]5)[CH2:39]4)[CH:9]=[CH:8][C:4]=3[N:5]=[CH:6][N:7]=2)=[CH:22][CH:23]=1)[C:12]1[CH:17]=[CH:16][CH:15]=[CH:14][CH:13]=1. (6) Given the reactants [N:1]1[NH:2][C:3]([C:10]([OH:12])=O)=[C:4]2[C:9]=1[CH2:8][CH2:7][CH2:6][CH2:5]2.[NH2:13][C@@H:14]([CH3:31])[CH2:15][N:16]1[CH:20]=[CH:19][C:18]([C:21]2[CH:28]=[C:27]([F:29])[C:24]([C:25]#[N:26])=[C:23]([Cl:30])[CH:22]=2)=[N:17]1, predict the reaction product. The product is: [Cl:30][C:23]1[CH:22]=[C:21]([C:18]2[CH:19]=[CH:20][N:16]([CH2:15][C@@H:14]([NH:13][C:10]([C:3]3[NH:2][N:1]=[C:9]4[C:4]=3[CH2:5][CH2:6][CH2:7][CH2:8]4)=[O:12])[CH3:31])[N:17]=2)[CH:28]=[C:27]([F:29])[C:24]=1[C:25]#[N:26].